From a dataset of Reaction yield outcomes from USPTO patents with 853,638 reactions. Predict the reaction yield, written as a fraction of the theoretical maximum amount of product (1.0 means a 100% yield; for example, 0.34 means a 34% yield). (1) The reactants are [CH3:1][O:2][C:3](=[O:12])[C:4]1[CH:9]=[CH:8][C:7]([F:10])=[CH:6][C:5]=1[NH2:11].NC1C=C(F)C=CC=1C(O)=[O:17].CCN(C(C)C)C(C)C.ClC(Cl)(OC(=O)OC(Cl)(Cl)Cl)Cl. The catalyst is C(Cl)Cl.O. The product is [F:10][C:7]1[CH:8]=[CH:9][C:4]2[C:3](=[O:12])[O:2][C:1](=[O:17])[NH:11][C:5]=2[CH:6]=1. The yield is 0.680. (2) The reactants are O[CH2:2][C:3]1[CH2:19][N:6]2[CH:7]=[CH:8][C:9]3[C:10]([CH:11]=[C:12]([C:14]([O:16][CH2:17][CH3:18])=[O:15])[N:13]=3)=[C:5]2[N:4]=1.O=S(Cl)[Cl:22].C(N(CC)CC)C. The catalyst is C(Cl)Cl. The product is [Cl:22][CH2:2][C:3]1[CH2:19][N:6]2[CH:7]=[CH:8][C:9]3[C:10]([CH:11]=[C:12]([C:14]([O:16][CH2:17][CH3:18])=[O:15])[N:13]=3)=[C:5]2[N:4]=1. The yield is 0.520. (3) The reactants are [C:1]([C:3]1[CH:8]=[CH:7][C:6]([CH:9]2[C:14]([C:15]([NH2:17])=O)=[C:13]([CH3:18])[N:12]([C:19]3[CH:24]=[CH:23][CH:22]=[C:21]([C:25]([F:28])([F:27])[F:26])[CH:20]=3)[C:11](=[O:29])[NH:10]2)=[C:5]([S:30]([C:33]2[CH:38]=[CH:37][CH:36]=[CH:35][CH:34]=2)(=[O:32])=[O:31])[CH:4]=1)#[N:2].[OH-].COC(NS([N+](CC)(CC)CC)(=O)=O)=O. The catalyst is C1COCC1. The product is [C:1]([C:3]1[CH:8]=[CH:7][C:6]([CH:9]2[C:14]([C:15]#[N:17])=[C:13]([CH3:18])[N:12]([C:19]3[CH:24]=[CH:23][CH:22]=[C:21]([C:25]([F:26])([F:28])[F:27])[CH:20]=3)[C:11](=[O:29])[NH:10]2)=[C:5]([S:30]([C:33]2[CH:38]=[CH:37][CH:36]=[CH:35][CH:34]=2)(=[O:31])=[O:32])[CH:4]=1)#[N:2]. The yield is 0.800.